Dataset: Reaction yield outcomes from USPTO patents with 853,638 reactions. Task: Predict the reaction yield, written as a fraction of the theoretical maximum amount of product (1.0 means a 100% yield; for example, 0.34 means a 34% yield). (1) The reactants are [C:1](=[O:19])([O:17][CH3:18])[O:2][C:3]1[C:8]([N+:9]([O-])=O)=[CH:7][C:6]([F:12])=[CH:5][C:4]=1[C:13]([CH3:16])([CH3:15])[CH3:14].C([O-])=O.[NH4+]. The catalyst is CCO.[Pd]. The product is [C:1](=[O:19])([O:17][CH3:18])[O:2][C:3]1[C:8]([NH2:9])=[CH:7][C:6]([F:12])=[CH:5][C:4]=1[C:13]([CH3:14])([CH3:15])[CH3:16]. The yield is 0.270. (2) The reactants are [Cl:1][C:2]1[C:3]([S:11][CH3:12])=[N:4][CH:5]=[C:6]([CH:8]([OH:10])[CH3:9])[CH:7]=1.[H-].[Na+].[CH2:15](Br)[C:16]1[CH:21]=[CH:20][CH:19]=[CH:18][CH:17]=1. The catalyst is CN(C=O)C.O. The product is [CH2:15]([O:10][CH:8]([C:6]1[CH:7]=[C:2]([Cl:1])[C:3]([S:11][CH3:12])=[N:4][CH:5]=1)[CH3:9])[C:16]1[CH:21]=[CH:20][CH:19]=[CH:18][CH:17]=1. The yield is 0.790. (3) The reactants are [CH:1]1([CH:7]([NH:25][C:26]2[CH:34]=[CH:33][C:29]([C:30](O)=[O:31])=[CH:28][CH:27]=2)[C:8]2[CH:12]=[C:11]([C:13]3[CH:18]=[CH:17][C:16]([C:19]([F:22])([F:21])[F:20])=[CH:15][CH:14]=3)[O:10][C:9]=2[CH2:23][CH3:24])[CH2:6][CH2:5][CH2:4][CH2:3][CH2:2]1.Cl.[OH:36][CH:37]([CH2:42][NH:43][CH3:44])[C:38]([O:40]C)=[O:39].Cl.C(N=C=NCCCN(C)C)C.O.OC1C2N=NNC=2C=CC=1. The catalyst is CN(C)C=O.C(OCC)(=O)C.C(N(CC)CC)C. The product is [CH:1]1([CH:7]([NH:25][C:26]2[CH:27]=[CH:28][C:29]([C:30]([N:43]([CH3:44])[CH2:42][CH:37]([OH:36])[C:38]([OH:40])=[O:39])=[O:31])=[CH:33][CH:34]=2)[C:8]2[CH:12]=[C:11]([C:13]3[CH:18]=[CH:17][C:16]([C:19]([F:22])([F:20])[F:21])=[CH:15][CH:14]=3)[O:10][C:9]=2[CH2:23][CH3:24])[CH2:6][CH2:5][CH2:4][CH2:3][CH2:2]1. The yield is 0.640.